This data is from NCI-60 drug combinations with 297,098 pairs across 59 cell lines. The task is: Regression. Given two drug SMILES strings and cell line genomic features, predict the synergy score measuring deviation from expected non-interaction effect. (1) Drug 1: CC12CCC(CC1=CCC3C2CCC4(C3CC=C4C5=CN=CC=C5)C)O. Drug 2: COCCOC1=C(C=C2C(=C1)C(=NC=N2)NC3=CC=CC(=C3)C#C)OCCOC.Cl. Cell line: NCIH23. Synergy scores: CSS=6.97, Synergy_ZIP=-0.323, Synergy_Bliss=3.01, Synergy_Loewe=2.25, Synergy_HSA=2.33. (2) Drug 1: CC(CN1CC(=O)NC(=O)C1)N2CC(=O)NC(=O)C2. Drug 2: C1C(C(OC1N2C=C(C(=O)NC2=O)F)CO)O. Cell line: KM12. Synergy scores: CSS=17.6, Synergy_ZIP=-16.6, Synergy_Bliss=-36.8, Synergy_Loewe=-10.6, Synergy_HSA=-25.6. (3) Drug 1: C1=C(C(=O)NC(=O)N1)F. Drug 2: CC1C(C(CC(O1)OC2CC(OC(C2O)C)OC3=CC4=CC5=C(C(=O)C(C(C5)C(C(=O)C(C(C)O)O)OC)OC6CC(C(C(O6)C)O)OC7CC(C(C(O7)C)O)OC8CC(C(C(O8)C)O)(C)O)C(=C4C(=C3C)O)O)O)O. Cell line: HCT-15. Synergy scores: CSS=30.6, Synergy_ZIP=0.189, Synergy_Bliss=-6.11, Synergy_Loewe=-6.84, Synergy_HSA=-6.63. (4) Synergy scores: CSS=2.97, Synergy_ZIP=0.705, Synergy_Bliss=4.10, Synergy_Loewe=1.61, Synergy_HSA=1.02. Drug 2: CN(CCCl)CCCl.Cl. Cell line: M14. Drug 1: C1CC(=O)NC(=O)C1N2CC3=C(C2=O)C=CC=C3N. (5) Drug 1: C1=CC(=CC=C1CCCC(=O)O)N(CCCl)CCCl. Drug 2: CC1=C(C(=O)C2=C(C1=O)N3CC4C(C3(C2COC(=O)N)OC)N4)N. Cell line: IGROV1. Synergy scores: CSS=35.1, Synergy_ZIP=-3.01, Synergy_Bliss=1.45, Synergy_Loewe=4.33, Synergy_HSA=5.34. (6) Drug 1: C1CN1P(=S)(N2CC2)N3CC3. Drug 2: CC(C)(C#N)C1=CC(=CC(=C1)CN2C=NC=N2)C(C)(C)C#N. Cell line: HCT-15. Synergy scores: CSS=-2.36, Synergy_ZIP=9.01, Synergy_Bliss=18.7, Synergy_Loewe=-3.83, Synergy_HSA=-0.349.